Dataset: Reaction yield outcomes from USPTO patents with 853,638 reactions. Task: Predict the reaction yield, written as a fraction of the theoretical maximum amount of product (1.0 means a 100% yield; for example, 0.34 means a 34% yield). (1) The reactants are [CH3:1][C:2]1[S:3][C:4]2[CH:10]=[C:9]([S:11](Cl)(=[O:13])=[O:12])[CH:8]=[CH:7][C:5]=2[N:6]=1.[NH:15]1[CH2:20][CH2:19][CH2:18][CH2:17][CH2:16]1.CCCCCC. The catalyst is C(Cl)(Cl)Cl.C(OCC)(=O)C. The product is [CH3:1][C:2]1[S:3][C:4]2[CH:10]=[C:9]([S:11]([N:15]3[CH2:20][CH2:19][CH2:18][CH2:17][CH2:16]3)(=[O:13])=[O:12])[CH:8]=[CH:7][C:5]=2[N:6]=1. The yield is 0.740. (2) The reactants are [CH2:1]([O:8][C:9](=[O:20])[N:10]([CH2:17][CH:18]=C)[CH:11](C)[CH2:12][CH2:13][CH:14]=[CH2:15])[C:2]1[CH:7]=[CH:6][CH:5]=[CH:4][CH:3]=1. The catalyst is C(Cl)Cl.C=CC1C=CC=CC=1.C1C=CC(P(C2C=CC=CC=2)C2C=CC=CC=2)=CC=1.C1C=CC(P(C2C=CC=CC=2)C2C=CC=CC=2)=CC=1.Cl[Ru]Cl. The product is [CH2:1]([O:8][C:9]([N:10]1[CH2:11][CH:12]=[CH:13][CH2:14][CH2:15][CH:17]1[CH3:18])=[O:20])[C:2]1[CH:3]=[CH:4][CH:5]=[CH:6][CH:7]=1. The yield is 0.890. (3) The reactants are [C:1]([Si:4]([CH3:7])([CH3:6])[CH3:5])(=O)[CH3:2].[C:8](#[N:12])[CH2:9][C:10]#[N:11].C([O-])(=O)C.[NH4+].C(O)(=O)C. The catalyst is CCOC(C)=O.C1C=CC=CC=1. The product is [CH3:5][Si:4]([CH3:7])([CH3:6])[C:1](=[C:9]([C:8]#[N:12])[C:10]#[N:11])[CH3:2]. The yield is 0.798. (4) The reactants are [Cl:1][C:2]1[N:7]=[C:6]([CH2:8][OH:9])[C:5]2[C:10]([O:32][CH3:33])=[N:11][N:12]([C:13]([C:26]3[CH:31]=[CH:30][CH:29]=[CH:28][CH:27]=3)([C:20]3[CH:25]=[CH:24][CH:23]=[CH:22][CH:21]=3)[C:14]3[CH:19]=[CH:18][CH:17]=[CH:16][CH:15]=3)[C:4]=2[CH:3]=1.[CH3:34][NH:35][C:36](Cl)=[O:37].CCN(C(C)C)C(C)C. The catalyst is C(Cl)Cl. The product is [CH3:34][NH:35][C:36](=[O:37])[O:9][CH2:8][C:6]1[C:5]2[C:10]([O:32][CH3:33])=[N:11][N:12]([C:13]([C:14]3[CH:19]=[CH:18][CH:17]=[CH:16][CH:15]=3)([C:20]3[CH:21]=[CH:22][CH:23]=[CH:24][CH:25]=3)[C:26]3[CH:27]=[CH:28][CH:29]=[CH:30][CH:31]=3)[C:4]=2[CH:3]=[C:2]([Cl:1])[N:7]=1. The yield is 0.760. (5) The reactants are [CH2:1]([C:4]1[NH:12][C:7]2=[N:8][CH:9]=[CH:10][N:11]=[C:6]2[N:5]=1)[CH2:2][CH3:3].Br[CH2:14][C:15]1[CH:34]=[CH:33][C:18]2/[C:19](=[C:29](/[CH3:32])\[C:30]#[N:31])/[C:20]3[CH:27]=[CH:26][C:25]([F:28])=[CH:24][C:21]=3[O:22][CH2:23][C:17]=2[CH:16]=1. No catalyst specified. The product is [F:28][C:25]1[CH:26]=[CH:27][C:20]2=[C:21]([CH:24]=1)[O:22][CH2:23][C:17]1[CH:16]=[C:15]([CH2:14][N:12]3[C:7]4=[N:8][CH:9]=[CH:10][N:11]=[C:6]4[N:5]=[C:4]3[CH2:1][CH2:2][CH3:3])[CH:34]=[CH:33][C:18]=1/[C:19]/2=[C:29](/[CH3:32])\[C:30]#[N:31]. The yield is 0.740. (6) The reactants are Cl[C:2]1[N:7]=[CH:6][C:5]([C:8]2[C:16]3[C:11](=[CH:12][C:13]([F:17])=[CH:14][CH:15]=3)[N:10](S(C3C=CC=CC=3)(=O)=O)[CH:9]=2)=[CH:4][CH:3]=1.[NH2:27][CH2:28][CH2:29][OH:30]. The catalyst is CS(C)=O.O. The product is [F:17][C:13]1[CH:12]=[C:11]2[C:16]([C:8]([C:5]3[CH:4]=[CH:3][C:2]([NH:27][CH2:28][CH2:29][OH:30])=[N:7][CH:6]=3)=[CH:9][NH:10]2)=[CH:15][CH:14]=1. The yield is 0.270. (7) The reactants are [C:1]([NH:4][C:5]1[CH:6]=[C:7]([CH:41]=[CH:42][CH:43]=1)[C:8]([NH:10][C:11]1[CH:20]=[C:19]([C:21]2[C:30]3[C:25](=[CH:26][C:27]([O:36][CH2:37][CH3:38])=[C:28]4[O:33][C:32]([CH3:35])([CH3:34])[CH2:31][C:29]4=3)[CH2:24][C:23]([CH3:40])([CH3:39])[N:22]=2)[CH:18]=[CH:17][C:12]=1[C:13]([O:15]C)=[O:14])=[O:9])(=[O:3])[CH3:2].[OH-].[Na+].Cl. The catalyst is CO.O. The product is [C:1]([NH:4][C:5]1[CH:6]=[C:7]([CH:41]=[CH:42][CH:43]=1)[C:8]([NH:10][C:11]1[CH:20]=[C:19]([C:21]2[C:30]3[C:25](=[CH:26][C:27]([O:36][CH2:37][CH3:38])=[C:28]4[O:33][C:32]([CH3:34])([CH3:35])[CH2:31][C:29]4=3)[CH2:24][C:23]([CH3:40])([CH3:39])[N:22]=2)[CH:18]=[CH:17][C:12]=1[C:13]([OH:15])=[O:14])=[O:9])(=[O:3])[CH3:2]. The yield is 0.930. (8) The reactants are C([NH:8][CH:9]1[CH2:12][CH:11]([C:13]([N:15]([O:17][CH3:18])[CH3:16])=[O:14])[CH2:10]1)C1C=CC=CC=1. The catalyst is CO.[OH-].[OH-].[Pd+2]. The product is [NH2:8][CH:9]1[CH2:12][CH:11]([C:13]([N:15]([O:17][CH3:18])[CH3:16])=[O:14])[CH2:10]1. The yield is 0.950. (9) The product is [Br:8][C:5]1[CH:6]=[CH:7][C:2]([N:20]2[C:21]3[CH:9]=[CH:10][CH:11]=[CH:12][C:13]=3[C:14]3[C:19]2=[CH:18][CH:17]=[CH:16][CH:15]=3)=[CH:3][CH:4]=1. The reactants are Br[C:2]1[CH:7]=[CH:6][C:5]([Br:8])=[CH:4][CH:3]=1.[CH:9]1[C:21]2[NH:20][C:19]3[C:14](=[CH:15][CH:16]=[CH:17][CH:18]=3)[C:13]=2[CH:12]=[CH:11][CH:10]=1.C(=O)([O-])[O-].[K+].[K+].C1OCCOCCOCCOCCOCCOC1. The yield is 0.350. The catalyst is [Cu](I)I.CN1CCCN(C)C1=O. (10) The reactants are [Br:1][C:2]1[CH:6]=[N:5][N:4]([CH:7]([CH3:9])[CH3:8])[C:3]=1[C:10]1[CH:11]=[C:12]([NH2:18])[CH:13]=[CH:14][C:15]=1[O:16][CH3:17].[F:19][C:20]1[CH:21]=[C:22]([N:27]=[C:28]=[O:29])[CH:23]=[CH:24][C:25]=1[F:26]. The catalyst is C(Cl)Cl. The product is [Br:1][C:2]1[CH:6]=[N:5][N:4]([CH:7]([CH3:9])[CH3:8])[C:3]=1[C:10]1[CH:11]=[C:12]([NH:18][C:28]([NH:27][C:22]2[CH:23]=[CH:24][C:25]([F:26])=[C:20]([F:19])[CH:21]=2)=[O:29])[CH:13]=[CH:14][C:15]=1[O:16][CH3:17]. The yield is 0.800.